This data is from Catalyst prediction with 721,799 reactions and 888 catalyst types from USPTO. The task is: Predict which catalyst facilitates the given reaction. Reactant: [N:1]1([C:10]2[N:14]([CH3:15])[N:13]=[C:12]([CH3:16])[C:11]=2/[CH:17]=[CH:18]/[C:19]([O:21][CH2:22][CH3:23])=[O:20])[C:9]2[C:4](=[CH:5][CH:6]=[CH:7][CH:8]=2)[CH:3]=[CH:2]1.[Cl:24]N1C(=O)CCC1=O. Product: [Cl:24][C:3]1[C:4]2[C:9](=[CH:8][CH:7]=[CH:6][CH:5]=2)[N:1]([C:10]2[N:14]([CH3:15])[N:13]=[C:12]([CH3:16])[C:11]=2/[CH:17]=[CH:18]/[C:19]([O:21][CH2:22][CH3:23])=[O:20])[CH:2]=1. The catalyst class is: 10.